This data is from Forward reaction prediction with 1.9M reactions from USPTO patents (1976-2016). The task is: Predict the product of the given reaction. (1) Given the reactants Cl[C:2]1[CH:7]=[CH:6][C:5]([N+:8]([O-:10])=[O:9])=[CH:4][CH:3]=1.[CH3:11][N:12]1[CH2:17][CH2:16][NH:15][CH2:14][CH2:13]1.C(N(C(C)C)C(C)C)C, predict the reaction product. The product is: [CH3:11][N:12]1[CH2:17][CH2:16][N:15]([C:2]2[CH:7]=[CH:6][C:5]([N+:8]([O-:10])=[O:9])=[CH:4][CH:3]=2)[CH2:14][CH2:13]1. (2) Given the reactants C([N:8]1[CH2:13][CH2:12][CH:11]([CH2:14][CH2:15][N:16]2[CH2:20][C:19]3=[CH:21][N:22]=[C:23]([CH3:24])[N:18]3[C:17]2=[O:25])[CH2:10][CH2:9]1)C1C=CC=CC=1, predict the reaction product. The product is: [CH3:24][C:23]1[N:18]2[C:17](=[O:25])[N:16]([CH2:15][CH2:14][CH:11]3[CH2:12][CH2:13][NH:8][CH2:9][CH2:10]3)[CH2:20][C:19]2=[CH:21][N:22]=1.